From a dataset of Full USPTO retrosynthesis dataset with 1.9M reactions from patents (1976-2016). Predict the reactants needed to synthesize the given product. (1) The reactants are: [F:1][C:2]1[CH:3]=[C:4]2[NH:15][C@H:14]([C:16]3[CH:21]=[CH:20][C:19]([F:22])=[CH:18][CH:17]=3)[C@@H:13]([C:23]3[N:27]([CH3:28])[N:26]=[CH:25][N:24]=3)[C:6]3=[N:7][NH:8][C:9](=[O:12])[C:10]([CH:11]=1)=[C:5]23.[CH3:29][C:30]1[CH:31]=[CH:32][C:33]([S:36]([OH:39])(=[O:38])=[O:37])=[CH:34][CH:35]=1. Given the product [S:36]([C:33]1[CH:34]=[CH:35][C:30]([CH3:29])=[CH:31][CH:32]=1)([OH:39])(=[O:38])=[O:37].[F:1][C:2]1[CH:3]=[C:4]2[NH:15][C@H:14]([C:16]3[CH:21]=[CH:20][C:19]([F:22])=[CH:18][CH:17]=3)[C@@H:13]([C:23]3[N:27]([CH3:28])[N:26]=[CH:25][N:24]=3)[C:6]3=[N:7][NH:8][C:9](=[O:12])[C:10]([CH:11]=1)=[C:5]23, predict the reactants needed to synthesize it. (2) Given the product [CH:1]1([N:5]([CH3:47])[CH:6]([CH3:46])[CH2:7][CH2:8][N:9]([C@@H:24]([C:26]2[N:27]([C:37]3[CH:38]=[CH:39][C:40]([O:43][CH2:44][CH3:45])=[CH:41][CH:42]=3)[C:28](=[O:36])[C:29]3[CH2:35][CH2:34][CH2:33][NH:32][C:30]=3[N:31]=2)[CH3:25])[C:10](=[O:23])[CH2:11][C:12]2[CH:17]=[CH:16][C:15]([F:18])=[C:14]([C:19]([F:20])([F:21])[F:22])[CH:13]=2)[CH2:2][CH2:3][CH2:4]1, predict the reactants needed to synthesize it. The reactants are: [CH:1]1([N:5]([CH3:47])[CH:6]([CH3:46])[CH2:7][CH2:8][N:9]([C@@H:24]([C:26]2[N:27]([C:37]3[CH:42]=[CH:41][C:40]([O:43][CH2:44][CH3:45])=[CH:39][CH:38]=3)[C:28](=[O:36])[C:29]3[CH:35]=[CH:34][CH:33]=[N:32][C:30]=3[N:31]=2)[CH3:25])[C:10](=[O:23])[CH2:11][C:12]2[CH:17]=[CH:16][C:15]([F:18])=[C:14]([C:19]([F:22])([F:21])[F:20])[CH:13]=2)[CH2:4][CH2:3][CH2:2]1. (3) The reactants are: [Cl:1][C:2]1[CH:7]=[CH:6][C:5]([CH3:8])=[CH:4][C:3]=1[O:9][CH3:10].C1C(=O)N([Br:18])C(=O)C1. Given the product [Br:18][CH2:8][C:5]1[CH:6]=[CH:7][C:2]([Cl:1])=[C:3]([O:9][CH3:10])[CH:4]=1, predict the reactants needed to synthesize it. (4) Given the product [NH2:47][C@H:4]([C:2]([OH:1])=[O:3])[CH2:5][CH2:6][C:64]([OH:66])=[O:67], predict the reactants needed to synthesize it. The reactants are: [OH:1][C:2]([CH2:4][CH2:5][CH2:6]C[C@H]1[C@@H]2[C@@H](NC(N2)=O)CS1)=[O:3].O=C[C@@H]([C@H]([C@@H]([C@@H](CO)O)O)O)O.S([O-])([O-])(=O)=O.[NH4+].[NH4+].OP([O-])(O)=O.[K+].CC1[N+:47](CC2C=NC(C)=NC=2N)=CSC=1CCO.Cl.[Cl-].[OH-].[K+].[C:64](=[O:67])([O-:66])[O-].[Ca+2]. (5) Given the product [CH3:39][C:30]1[N:7]2[CH:6]=[C:5]([NH:8][C:9]([C:11]3[N:12]([CH2:21][C:22]4[CH:27]=[CH:26][CH:25]=[C:24]([F:28])[CH:23]=4)[C:13]4[C:18]([CH:19]=3)=[CH:17][C:16]([F:20])=[CH:15][CH:14]=4)=[O:10])[CH:4]=[CH:3][C:2]2=[N:1][C:31]=1[C:33]1[CH:38]=[CH:37][CH:36]=[CH:35][CH:34]=1, predict the reactants needed to synthesize it. The reactants are: [NH2:1][C:2]1[N:7]=[CH:6][C:5]([NH:8][C:9]([C:11]2[N:12]([CH2:21][C:22]3[CH:27]=[CH:26][CH:25]=[C:24]([F:28])[CH:23]=3)[C:13]3[C:18]([CH:19]=2)=[CH:17][C:16]([F:20])=[CH:15][CH:14]=3)=[O:10])=[CH:4][CH:3]=1.Br[CH:30]([CH3:39])[C:31]([C:33]1[CH:38]=[CH:37][CH:36]=[CH:35][CH:34]=1)=O. (6) Given the product [Cl:24][C:25]1[CH:30]=[C:29]([C:31]2[NH:35][CH:34]=[C:33]([S:36]([O-:39])(=[O:37])=[O:38])[CH:32]=2)[CH:28]=[CH:27][N:26]=1.[Na+:42], predict the reactants needed to synthesize it. The reactants are: ClC1C=C(C2NC=C(S(NCCC(OCC)=O)(=O)=O)C=2)C=CN=1.[Cl:24][C:25]1[CH:30]=[C:29]([C:31]2[NH:35][CH:34]=[C:33]([S:36]([OH:39])(=[O:38])=[O:37])[CH:32]=2)[CH:28]=[CH:27][N:26]=1.C[O-].[Na+:42]. (7) Given the product [Br:3][C:4]1[CH:5]=[C:6]2[C:10](=[CH:11][CH:12]=1)[N:9]([CH2:18][O:17][CH2:16][CH2:15][Si:14]([CH3:21])([CH3:20])[CH3:13])[CH:8]=[CH:7]2, predict the reactants needed to synthesize it. The reactants are: [H-].[Na+].[Br:3][C:4]1[CH:5]=[C:6]2[C:10](=[CH:11][CH:12]=1)[NH:9][CH:8]=[CH:7]2.[CH3:13][Si:14]([CH3:21])([CH3:20])[CH2:15][CH2:16][O:17][CH2:18]Cl.[Cl-].[NH4+]. (8) Given the product [Cl:1][C:2]1[CH:3]=[CH:4][C:5]([S:8]([CH:11]([C:21]2[CH:26]=[C:25]([F:27])[CH:24]=[CH:23][C:22]=2[F:28])[C:12]2[CH:13]=[CH:14][C:15]([C:18]([NH:48][CH2:49][CH:50]3[CH2:55][CH2:54][CH2:53][CH2:52][CH2:51]3)=[O:19])=[CH:16][N:17]=2)(=[O:10])=[O:9])=[CH:6][CH:7]=1, predict the reactants needed to synthesize it. The reactants are: [Cl:1][C:2]1[CH:7]=[CH:6][C:5]([S:8]([CH:11]([C:21]2[CH:26]=[C:25]([F:27])[CH:24]=[CH:23][C:22]=2[F:28])[C:12]2[N:17]=[CH:16][C:15]([C:18](O)=[O:19])=[CH:14][CH:13]=2)(=[O:10])=[O:9])=[CH:4][CH:3]=1.C(N(CC)CC)C.Cl.C(N=C=NCCCN(C)C)C.[NH2:48][CH2:49][CH:50]1[CH2:55][CH2:54][CH2:53][CH2:52][CH2:51]1.